Task: Predict which catalyst facilitates the given reaction.. Dataset: Catalyst prediction with 721,799 reactions and 888 catalyst types from USPTO (1) Reactant: [F:1][C:2]([F:18])([F:17])[C:3]1[CH:8]=[CH:7][C:6]([C:9]2[S:13][C:12]([CH2:14]O)=[C:11]([CH3:16])[CH:10]=2)=[CH:5][CH:4]=1.C(N(CC)CC)C.S(Cl)([Cl:28])=O. Product: [Cl:28][CH2:14][C:12]1[S:13][C:9]([C:6]2[CH:7]=[CH:8][C:3]([C:2]([F:18])([F:17])[F:1])=[CH:4][CH:5]=2)=[CH:10][C:11]=1[CH3:16]. The catalyst class is: 2. (2) Reactant: [CH3:1][O:2][C:3](=[O:16])[C:4]1[C:9]([CH2:10][CH:11]=O)=[CH:8][CH:7]=[CH:6][C:5]=1[N+:13]([O-:15])=[O:14].[C:17]([C:21]1[CH:27]=[CH:26][C:24]([NH2:25])=[CH:23][CH:22]=1)([CH3:20])([CH3:19])[CH3:18].[BH-](OC(C)=O)(OC(C)=O)OC(C)=O.[Na+]. Product: [CH3:1][O:2][C:3](=[O:16])[C:4]1[C:5]([N+:13]([O-:15])=[O:14])=[CH:6][CH:7]=[CH:8][C:9]=1[CH2:10][CH2:11][NH:25][C:24]1[CH:26]=[CH:27][C:21]([C:17]([CH3:20])([CH3:19])[CH3:18])=[CH:22][CH:23]=1. The catalyst class is: 2. (3) Reactant: CO[C:3](=[O:13])[C:4]1[C:9]([I:10])=[CH:8][CH:7]=[CH:6][C:5]=1[CH2:11]Br.[F:14][C:15]1[CH:22]=[CH:21][C:18]([CH2:19][NH2:20])=[CH:17][CH:16]=1.C(OCC)(=O)C. Product: [F:14][C:15]1[CH:22]=[CH:21][C:18]([CH2:19][N:20]2[CH2:11][C:5]3[C:4](=[C:9]([I:10])[CH:8]=[CH:7][CH:6]=3)[C:3]2=[O:13])=[CH:17][CH:16]=1. The catalyst class is: 345. (4) Reactant: [C:1]([O:4][CH2:5][CH:6](Br)[C:7]1[C:12]([F:13])=[CH:11][C:10]([Br:14])=[CH:9][C:8]=1[F:15])(=[O:3])[CH3:2].C(=O)([O-])[O-].[K+].[K+].Cl.[CH:24]1([N:27]2[CH2:32][C:31]3([CH2:37][CH2:36][NH:35][CH2:34][CH2:33]3)[O:30][CH2:29][C:28]2=[O:38])[CH2:26][CH2:25]1. Product: [C:1]([O:4][CH2:5][CH:6]([C:7]1[C:12]([F:13])=[CH:11][C:10]([Br:14])=[CH:9][C:8]=1[F:15])[N:35]1[CH2:36][CH2:37][C:31]2([O:30][CH2:29][C:28](=[O:38])[N:27]([CH:24]3[CH2:25][CH2:26]3)[CH2:32]2)[CH2:33][CH2:34]1)(=[O:3])[CH3:2]. The catalyst class is: 35. (5) Reactant: [Cl:1][CH2:2][CH2:3][CH2:4][O:5][C:6]1[CH:7]=[C:8]2[C:13](=[CH:14][C:15]=1[O:16][CH3:17])[N:12]=[CH:11][NH:10][C:9]2=O.S(Cl)([Cl:21])=O. The catalyst class is: 3. Product: [Cl:1][CH2:2][CH2:3][CH2:4][O:5][C:6]1[CH:7]=[C:8]2[C:13](=[CH:14][C:15]=1[O:16][CH3:17])[N:12]=[CH:11][N:10]=[C:9]2[Cl:21]. (6) Reactant: [Cl:1][C:2]1[CH:3]=[C:4]([NH:9][C:10]2[C:19]3[C:14](=[CH:15][C:16]([O:28][CH2:29][CH3:30])=[C:17]([NH:20][C:21](=[O:27])/[CH:22]=[CH:23]/[CH2:24][NH:25][CH3:26])[CH:18]=3)[N:13]=[CH:12][C:11]=2[C:31]#[N:32])[CH:5]=[CH:6][C:7]=1[F:8].S(O[CH2:38][CH2:39][F:40])(C)(=O)=O.C(N(CC)CC)C. The catalyst class is: 2. Product: [Cl:1][C:2]1[CH:3]=[C:4]([NH:9][C:10]2[C:19]3[C:14](=[CH:15][C:16]([O:28][CH2:29][CH3:30])=[C:17]([NH:20][C:21](=[O:27])/[CH:22]=[CH:23]/[CH2:24][N:25]([CH2:38][CH2:39][F:40])[CH3:26])[CH:18]=3)[N:13]=[CH:12][C:11]=2[C:31]#[N:32])[CH:5]=[CH:6][C:7]=1[F:8]. (7) Reactant: [Br:1][C:2]1[CH:3]=[C:4]([OH:9])[CH:5]=[N:6][C:7]=1[Cl:8].[N+](C1C=CC=CC=1S(O[CH2:23][C@@H:24]1[CH2:26][O:25]1)(=O)=O)([O-])=O.C([O-])([O-])=O.[K+].[K+]. Product: [Br:1][C:2]1[C:7]([Cl:8])=[N:6][CH:5]=[C:4]([O:9][CH2:23][C@@H:24]2[CH2:26][O:25]2)[CH:3]=1. The catalyst class is: 21.